This data is from NCI-60 drug combinations with 297,098 pairs across 59 cell lines. The task is: Regression. Given two drug SMILES strings and cell line genomic features, predict the synergy score measuring deviation from expected non-interaction effect. (1) Drug 1: CC12CCC3C(C1CCC2=O)CC(=C)C4=CC(=O)C=CC34C. Drug 2: CC1=C(C=C(C=C1)NC(=O)C2=CC=C(C=C2)CN3CCN(CC3)C)NC4=NC=CC(=N4)C5=CN=CC=C5. Cell line: NCI-H226. Synergy scores: CSS=31.7, Synergy_ZIP=2.93, Synergy_Bliss=4.19, Synergy_Loewe=3.21, Synergy_HSA=3.03. (2) Drug 1: CCC(=C(C1=CC=CC=C1)C2=CC=C(C=C2)OCCN(C)C)C3=CC=CC=C3.C(C(=O)O)C(CC(=O)O)(C(=O)O)O. Drug 2: C1CN1C2=NC(=NC(=N2)N3CC3)N4CC4. Cell line: A498. Synergy scores: CSS=30.9, Synergy_ZIP=-8.76, Synergy_Bliss=1.48, Synergy_Loewe=-13.5, Synergy_HSA=0.629. (3) Drug 1: C1=CC=C(C(=C1)C(C2=CC=C(C=C2)Cl)C(Cl)Cl)Cl. Drug 2: C1CC(=O)NC(=O)C1N2C(=O)C3=CC=CC=C3C2=O. Cell line: COLO 205. Synergy scores: CSS=0.557, Synergy_ZIP=0.887, Synergy_Bliss=1.55, Synergy_Loewe=0.411, Synergy_HSA=0.180. (4) Drug 1: CC1=C2C(C(=O)C3(C(CC4C(C3C(C(C2(C)C)(CC1OC(=O)C(C(C5=CC=CC=C5)NC(=O)C6=CC=CC=C6)O)O)OC(=O)C7=CC=CC=C7)(CO4)OC(=O)C)O)C)OC(=O)C. Drug 2: C(CCl)NC(=O)N(CCCl)N=O. Cell line: OVCAR-8. Synergy scores: CSS=58.8, Synergy_ZIP=-2.28, Synergy_Bliss=-3.51, Synergy_Loewe=-38.9, Synergy_HSA=-2.38. (5) Drug 1: C1=CC(=CC=C1CCC2=CNC3=C2C(=O)NC(=N3)N)C(=O)NC(CCC(=O)O)C(=O)O. Drug 2: C1=NNC2=C1C(=O)NC=N2. Cell line: A549. Synergy scores: CSS=42.6, Synergy_ZIP=0.576, Synergy_Bliss=0.840, Synergy_Loewe=-44.1, Synergy_HSA=1.56. (6) Drug 1: CCC1=CC2CC(C3=C(CN(C2)C1)C4=CC=CC=C4N3)(C5=C(C=C6C(=C5)C78CCN9C7C(C=CC9)(C(C(C8N6C)(C(=O)OC)O)OC(=O)C)CC)OC)C(=O)OC.C(C(C(=O)O)O)(C(=O)O)O. Drug 2: N.N.Cl[Pt+2]Cl. Cell line: HL-60(TB). Synergy scores: CSS=17.7, Synergy_ZIP=0.497, Synergy_Bliss=2.31, Synergy_Loewe=-43.5, Synergy_HSA=0.571. (7) Drug 1: COC1=CC(=CC(=C1O)OC)C2C3C(COC3=O)C(C4=CC5=C(C=C24)OCO5)OC6C(C(C7C(O6)COC(O7)C8=CC=CS8)O)O. Drug 2: C1=NNC2=C1C(=O)NC=N2. Cell line: OVCAR-4. Synergy scores: CSS=14.1, Synergy_ZIP=-2.38, Synergy_Bliss=2.20, Synergy_Loewe=3.87, Synergy_HSA=3.93. (8) Cell line: HOP-62. Drug 2: COC1=NC(=NC2=C1N=CN2C3C(C(C(O3)CO)O)O)N. Drug 1: COC1=C(C=C2C(=C1)N=CN=C2NC3=CC(=C(C=C3)F)Cl)OCCCN4CCOCC4. Synergy scores: CSS=16.5, Synergy_ZIP=-1.02, Synergy_Bliss=6.61, Synergy_Loewe=-1.82, Synergy_HSA=4.76. (9) Drug 1: C1=C(C(=O)NC(=O)N1)N(CCCl)CCCl. Drug 2: CC1C(C(CC(O1)OC2CC(CC3=C2C(=C4C(=C3O)C(=O)C5=C(C4=O)C(=CC=C5)OC)O)(C(=O)CO)O)N)O.Cl. Cell line: SK-MEL-5. Synergy scores: CSS=68.7, Synergy_ZIP=0.971, Synergy_Bliss=2.23, Synergy_Loewe=2.88, Synergy_HSA=4.99. (10) Drug 1: COC1=C2C(=CC3=C1OC=C3)C=CC(=O)O2. Drug 2: CCC1(C2=C(COC1=O)C(=O)N3CC4=CC5=C(C=CC(=C5CN(C)C)O)N=C4C3=C2)O.Cl. Cell line: M14. Synergy scores: CSS=-3.20, Synergy_ZIP=-9.64, Synergy_Bliss=-18.7, Synergy_Loewe=-49.8, Synergy_HSA=-24.6.